This data is from Catalyst prediction with 721,799 reactions and 888 catalyst types from USPTO. The task is: Predict which catalyst facilitates the given reaction. (1) Reactant: [Cl:1][C:2]1[CH:3]=[C:4]2[C:12](=[CH:13][C:14]=1[Cl:15])[N:11](S(C1C=CC(C)=CC=1)(=O)=O)[C:10]1[C:9](=[O:26])[CH2:8][CH2:7][CH2:6][C:5]2=1.[OH-].[K+].[C:29]1([CH:35]=O)[CH:34]=[CH:33][CH:32]=[CH:31][CH:30]=1. Product: [CH:35](=[C:8]1[CH2:7][CH2:6][C:5]2[C:4]3[C:12](=[CH:13][C:14]([Cl:15])=[C:2]([Cl:1])[CH:3]=3)[NH:11][C:10]=2[C:9]1=[O:26])[C:29]1[CH:34]=[CH:33][CH:32]=[CH:31][CH:30]=1. The catalyst class is: 5. (2) Reactant: [C:1]([C:3]1[CH:22]=[CH:21][C:6]([C:7]([C:9]2[N:13]([CH3:14])[C:12]([CH2:15][C:16]([O:18]CC)=[O:17])=[CH:11][CH:10]=2)=[O:8])=[CH:5][CH:4]=1)#[N:2].C(O)C. Product: [C:1]([C:3]1[CH:22]=[CH:21][C:6]([C:7]([C:9]2[N:13]([CH3:14])[C:12]([CH2:15][C:16]([OH:18])=[O:17])=[CH:11][CH:10]=2)=[O:8])=[CH:5][CH:4]=1)#[N:2]. The catalyst class is: 74. (3) Reactant: C(OC([N:8]1[CH2:12][CH2:11][CH2:10][C@@H:9]1[C:13](=[O:19])[N:14]([CH:16]1[CH2:18][CH2:17]1)[CH3:15])=O)(C)(C)C. Product: [CH:16]1([N:14]([CH3:15])[C:13]([C@H:9]2[CH2:10][CH2:11][CH2:12][NH:8]2)=[O:19])[CH2:18][CH2:17]1. The catalyst class is: 137. (4) Reactant: [CH3:1][C:2]1[CH:6]=[C:5]([NH:7][C:8]2[C:9]3[CH2:20][O:19][CH2:18][C:10]=3[N:11]=[C:12]([S:14]([CH3:17])(=O)=O)[N:13]=2)[NH:4][N:3]=1.SC1[CH:27]=[CH:26][C:25]([NH:28][C:29]([CH:31]2[CH2:33][CH2:32]2)=[O:30])=[CH:24][CH:23]=1. Product: [CH3:1][C:2]1[CH:6]=[C:5]([NH:7][C:8]2[C:9]3[CH2:20][O:19][CH2:18][C:10]=3[N:11]=[C:12]([S:14][C:17]3[CH:27]=[CH:26][C:25]([NH:28][C:29]([CH:31]4[CH2:32][CH2:33]4)=[O:30])=[CH:24][CH:23]=3)[N:13]=2)[NH:4][N:3]=1. The catalyst class is: 107. (5) Reactant: [C:1]([C:3]1[CH:4]=[C:5]([CH2:20][O:21][C:22]2[CH:23]=[C:24]3[N:31](C(OC(C)(C)C)=O)[CH2:30][CH2:29][N:25]3[C:26](=[O:28])[N:27]=2)[CH:6]=[N:7][C:8]=1[O:9][C:10]1[CH:15]=[CH:14][CH:13]=[C:12]([C:16]([F:19])([F:18])[F:17])[CH:11]=1)#[N:2].C(O)(C(F)(F)F)=O. Product: [O:28]=[C:26]1[N:25]2[CH2:29][CH2:30][NH:31][C:24]2=[CH:23][C:22]([O:21][CH2:20][C:5]2[CH:6]=[N:7][C:8]([O:9][C:10]3[CH:15]=[CH:14][CH:13]=[C:12]([C:16]([F:17])([F:18])[F:19])[CH:11]=3)=[C:3]([CH:4]=2)[C:1]#[N:2])=[N:27]1. The catalyst class is: 2. (6) Reactant: [CH3:1][O:2][CH2:3][CH2:4][N:5]1[CH:9]=[C:8]([N+:10]([O-])=O)[CH:7]=[N:6]1. Product: [CH3:1][O:2][CH2:3][CH2:4][N:5]1[CH:9]=[C:8]([NH2:10])[CH:7]=[N:6]1. The catalyst class is: 50. (7) Reactant: Cl.C(OC(=O)[NH:8][CH2:9][CH2:10][O:11][N:12]=[CH:13][C:14]1[CH:19]=[C:18]([C:20](=[O:26])[NH:21][O:22][CH2:23][CH2:24][OH:25])[C:17]([NH:27][C:28]2[CH:33]=[CH:32][C:31]([I:34])=[CH:30][C:29]=2[F:35])=[C:16]([F:36])[C:15]=1[F:37])(C)(C)C.C(=O)(O)[O-].[Na+]. Product: [NH2:8][CH2:9][CH2:10][O:11][N:12]=[CH:13][C:14]1[C:15]([F:37])=[C:16]([F:36])[C:17]([NH:27][C:28]2[CH:33]=[CH:32][C:31]([I:34])=[CH:30][C:29]=2[F:35])=[C:18]([CH:19]=1)[C:20]([NH:21][O:22][CH2:23][CH2:24][OH:25])=[O:26]. The catalyst class is: 13. (8) Reactant: [I:1][C:2]1[CH:3]=[C:4]([CH:8]=[CH:9][C:10]=1[O:11][CH3:12])[C:5]([OH:7])=O.C1C=CC2N(O)N=NC=2C=1.C(Cl)CCl.[CH2:27]1[C:35]2[C:30](=[CH:31][CH:32]=[CH:33][CH:34]=2)[CH2:29][NH:28]1. Product: [I:1][C:2]1[CH:3]=[C:4]([CH:8]=[CH:9][C:10]=1[O:11][CH3:12])[C:5]([N:28]1[CH2:29][C:30]2[C:35](=[CH:34][CH:33]=[CH:32][CH:31]=2)[CH2:27]1)=[O:7]. The catalyst class is: 2. (9) Reactant: [Cl:1][C:2]1[CH:3]=[C:4]2[C:8](=[CH:9][CH:10]=1)[N:7]([CH:11]([C:27]1[CH:32]=[CH:31][CH:30]=[CH:29][CH:28]=1)[CH:12]([O:25][CH3:26])[CH2:13]OS(C1C=CC(C)=CC=1)(=O)=O)[CH:6]=[C:5]2[CH3:33].[CH3:34][NH2:35]. Product: [Cl:1][C:2]1[CH:3]=[C:4]2[C:8](=[CH:9][CH:10]=1)[N:7]([C@@H:11]([C:27]1[CH:32]=[CH:31][CH:30]=[CH:29][CH:28]=1)[C@H:12]([O:25][CH3:26])[CH2:13][NH:35][CH3:34])[CH:6]=[C:5]2[CH3:33]. The catalyst class is: 5.